Dataset: Full USPTO retrosynthesis dataset with 1.9M reactions from patents (1976-2016). Task: Predict the reactants needed to synthesize the given product. (1) Given the product [OH:11][C:6]1[CH:7]=[CH:8][CH:9]=[C:10]2[C:5]=1[CH2:4][CH2:3][N:2]([C:26]([O:25][C:21]([CH3:24])([CH3:23])[CH3:22])=[O:27])[CH2:1]2, predict the reactants needed to synthesize it. The reactants are: [CH2:1]1[C:10]2[CH:9]=[CH:8][CH:7]=[C:6]([OH:11])[C:5]=2[CH2:4][CH2:3][NH:2]1.C(N(CC)C(C)C)(C)C.[C:21]([O:25][C:26](O[C:26]([O:25][C:21]([CH3:24])([CH3:23])[CH3:22])=[O:27])=[O:27])([CH3:24])([CH3:23])[CH3:22]. (2) Given the product [C:1](=[O:39])([S:3][CH2:4][CH2:5][CH2:6][CH2:7][CH2:8][CH2:9][CH2:10][CH2:11][CH2:12][CH2:13][CH2:14][O:15][CH2:16][CH2:17][O:18][CH2:19][CH2:20][O:21][CH2:22][CH2:23][O:24][C:25]1[CH:30]=[CH:29][C:28]([OH:31])=[CH:27][CH:26]=1)[CH3:2], predict the reactants needed to synthesize it. The reactants are: [C:1](=[O:39])([S:3][CH2:4][CH2:5][CH2:6][CH2:7][CH2:8][CH2:9][CH2:10][CH2:11][CH2:12][CH2:13][CH2:14][O:15][CH2:16][CH2:17][O:18][CH2:19][CH2:20][O:21][CH2:22][CH2:23][O:24][C:25]1[CH:30]=[CH:29][C:28]([O:31]CC2C=CC=CC=2)=[CH:27][CH:26]=1)[CH3:2].C(S)CCS.B(F)(F)F.CCOCC. (3) Given the product [F:27][C:22]1[CH:21]=[C:20]([C:18]2[CH:17]=[C:16]([C:28]([F:31])([F:29])[F:30])[C:11]([C:12]([OH:14])=[O:13])=[C:10]([O:6][CH2:5][CH:3]3[CH2:4][CH:2]3[CH3:1])[N:19]=2)[CH:25]=[CH:24][C:23]=1[CH3:26], predict the reactants needed to synthesize it. The reactants are: [CH3:1][CH:2]1[CH2:4][CH:3]1[CH2:5][OH:6].[H-].[Na+].Cl[C:10]1[N:19]=[C:18]([C:20]2[CH:25]=[CH:24][C:23]([CH3:26])=[C:22]([F:27])[CH:21]=2)[CH:17]=[C:16]([C:28]([F:31])([F:30])[F:29])[C:11]=1[C:12]([O:14]C)=[O:13].Cl. (4) Given the product [F:1][C:2]1[CH:7]=[CH:6][CH:5]=[C:4]2[C:3]=1[NH:8][C:9](=[O:16])[CH:10]=[C:11]2[OH:13], predict the reactants needed to synthesize it. The reactants are: [F:1][C:2]1[CH:7]=[CH:6][CH:5]=[CH:4][C:3]=1[NH:8][C:9](=[O:16])[CH2:10][C:11]([O:13]CC)=O.